Dataset: Full USPTO retrosynthesis dataset with 1.9M reactions from patents (1976-2016). Task: Predict the reactants needed to synthesize the given product. (1) Given the product [F:1][C:2]1[CH:3]=[CH:4][C:5]([C@H:8]([NH2:10])[CH3:9])=[N:6][CH:7]=1, predict the reactants needed to synthesize it. The reactants are: [F:1][C:2]1[CH:3]=[CH:4][C:5]([C@H:8]([NH:10]S(C(C)(C)C)=O)[CH3:9])=[N:6][CH:7]=1.Cl. (2) The reactants are: [CH3:1][N:2]([CH2:4][C:5]1[C:13]2[O:12][N:11]=[C:10]([CH2:14][CH2:15][CH:16]3[CH2:21][CH2:20][NH:19][CH2:18][CH2:17]3)[C:9]=2[CH:8]=[CH:7][C:6]=1[O:22][CH2:23][CH:24]1[CH2:26][CH2:25]1)[CH3:3].[F:27][C:28]1[CH:33]=[CH:32][CH:31]=[C:30](F)[N:29]=1.O.[F-].C([N+](CCCC)(CCCC)CCCC)CCC.[OH-].[Na+]. Given the product [CH3:1][N:2]([CH2:4][C:5]1[C:13]2[O:12][N:11]=[C:10]([CH2:14][CH2:15][CH:16]3[CH2:21][CH2:20][N:19]([C:30]4[N:29]=[C:28]([F:27])[CH:33]=[CH:32][CH:31]=4)[CH2:18][CH2:17]3)[C:9]=2[CH:8]=[CH:7][C:6]=1[O:22][CH2:23][CH:24]1[CH2:25][CH2:26]1)[CH3:3], predict the reactants needed to synthesize it. (3) Given the product [CH2:1]([O:3][C:4]1[CH:13]=[C:12]2[C:7]([C:8]([NH:14][C:15]3[CH:16]=[C:17]4[C:21](=[CH:22][CH:23]=3)[N:20]([CH2:24][C:25]3[CH:30]=[CH:29][CH:28]=[C:27]([F:31])[CH:26]=3)[N:19]=[CH:18]4)=[N:9][CH:10]=[N:11]2)=[CH:6][C:5]=1[NH2:32])[CH3:2], predict the reactants needed to synthesize it. The reactants are: [CH2:1]([O:3][C:4]1[CH:13]=[C:12]2[C:7]([C:8]([NH:14][C:15]3[CH:16]=[C:17]4[C:21](=[CH:22][CH:23]=3)[N:20]([CH2:24][C:25]3[CH:30]=[CH:29][CH:28]=[C:27]([F:31])[CH:26]=3)[N:19]=[CH:18]4)=[N:9][CH:10]=[N:11]2)=[CH:6][C:5]=1[N+:32]([O-])=O)[CH3:2].Cl.[OH-].[Na+].